From a dataset of NCI-60 drug combinations with 297,098 pairs across 59 cell lines. Regression. Given two drug SMILES strings and cell line genomic features, predict the synergy score measuring deviation from expected non-interaction effect. Drug 1: CC1=C2C(C(=O)C3(C(CC4C(C3C(C(C2(C)C)(CC1OC(=O)C(C(C5=CC=CC=C5)NC(=O)OC(C)(C)C)O)O)OC(=O)C6=CC=CC=C6)(CO4)OC(=O)C)O)C)O. Drug 2: C1CN1C2=NC(=NC(=N2)N3CC3)N4CC4. Cell line: NCI/ADR-RES. Synergy scores: CSS=37.9, Synergy_ZIP=0.490, Synergy_Bliss=0.513, Synergy_Loewe=0.630, Synergy_HSA=-0.773.